The task is: Regression. Given a peptide amino acid sequence and an MHC pseudo amino acid sequence, predict their binding affinity value. This is MHC class II binding data.. This data is from Peptide-MHC class II binding affinity with 134,281 pairs from IEDB. (1) The peptide sequence is KTMVKKWRDVPYLTK. The MHC is HLA-DQA10102-DQB10501 with pseudo-sequence HLA-DQA10102-DQB10501. The binding affinity (normalized) is 0.289. (2) The peptide sequence is AAATAGTTVYGANAA. The MHC is HLA-DPA10103-DPB10401 with pseudo-sequence HLA-DPA10103-DPB10401. The binding affinity (normalized) is 0. (3) The peptide sequence is GKLITDWCCRSCTLPPLR. The MHC is DRB1_1501 with pseudo-sequence DRB1_1501. The binding affinity (normalized) is 0.191. (4) The peptide sequence is AAFSRMLSLFFRQHI. The MHC is DRB1_1602 with pseudo-sequence DRB1_1602. The binding affinity (normalized) is 0.706. (5) The binding affinity (normalized) is 0.559. The peptide sequence is ATFEAMYLGTCKTLT. The MHC is DRB1_1501 with pseudo-sequence DRB1_1501. (6) The peptide sequence is VPTSWVPQGRTTWSI. The MHC is HLA-DQA10501-DQB10302 with pseudo-sequence HLA-DQA10501-DQB10302. The binding affinity (normalized) is 0.255.